The task is: Predict which catalyst facilitates the given reaction.. This data is from Catalyst prediction with 721,799 reactions and 888 catalyst types from USPTO. (1) Reactant: C(OC([N:8]1[CH2:12][C@@H:11]([CH2:13][N:14]([CH:31]([CH3:33])[CH3:32])[C:15](=[O:30])[C:16]2[CH:21]=[CH:20][C:19]([O:22][CH3:23])=[C:18]([O:24][CH2:25][CH2:26][CH2:27][O:28][CH3:29])[CH:17]=2)[C@H:10]([NH2:34])[CH2:9]1)=O)(C)(C)C.[CH3:35][C:36]#N.O.[CH3:39]C#N. Product: [CH:31]([N:14]([CH2:13][C@@H:11]1[C@@H:10]([NH:34][CH:36]([CH3:35])[CH3:39])[CH2:9][NH:8][CH2:12]1)[C:15](=[O:30])[C:16]1[CH:21]=[CH:20][C:19]([O:22][CH3:23])=[C:18]([O:24][CH2:25][CH2:26][CH2:27][O:28][CH3:29])[CH:17]=1)([CH3:33])[CH3:32]. The catalyst class is: 6. (2) Reactant: BrCC(Br)=O.[Br:6][CH2:7][C:8]([N:10](C)[C:11]1[CH:16]=[CH:15][CH:14]=[CH:13][CH:12]=1)=[O:9]. Product: [Br:6][CH2:7][C:8]([NH:10][CH:11]1[CH2:16][CH2:15][CH2:14][CH2:13][CH2:12]1)=[O:9]. The catalyst class is: 34. (3) Reactant: [F:1][C:2]1[CH:11]=[C:10]2[C:5]([CH:6]=[CH:7][C:8](=[O:29])[N:9]2[CH2:12][CH2:13][N:14]2[CH2:19][CH2:18][C@H:17]([NH:20]C(=O)OC(C)(C)C)[C@H:16]([OH:28])[CH2:15]2)=[N:4][CH:3]=1.[ClH:30]. Product: [ClH:30].[ClH:30].[NH2:20][C@H:17]1[CH2:18][CH2:19][N:14]([CH2:13][CH2:12][N:9]2[C:10]3[C:5](=[N:4][CH:3]=[C:2]([F:1])[CH:11]=3)[CH:6]=[CH:7][C:8]2=[O:29])[CH2:15][C@H:16]1[OH:28]. The catalyst class is: 135. (4) Reactant: [N:1]1[CH:6]=[CH:5][CH:4]=[C:3]([NH:7][C:8](=[O:15])OCC(Cl)(Cl)Cl)[CH:2]=1.[F:16][C:17]1[CH:18]=[C:19]([C:23]2[N:24]=[C:25]([N:28]3[CH2:33][CH2:32][NH:31][CH2:30][CH2:29]3)[S:26][CH:27]=2)[CH:20]=[CH:21][CH:22]=1.C(N(C(C)C)CC)(C)C.O. Product: [F:16][C:17]1[CH:18]=[C:19]([C:23]2[N:24]=[C:25]([N:28]3[CH2:29][CH2:30][N:31]([C:8]([NH:7][C:3]4[CH:2]=[N:1][CH:6]=[CH:5][CH:4]=4)=[O:15])[CH2:32][CH2:33]3)[S:26][CH:27]=2)[CH:20]=[CH:21][CH:22]=1. The catalyst class is: 16. (5) Product: [CH2:1]([C:3]1[N:7]([C:8]2[C:16]3[O:15][CH2:14][C@H:13]([NH:17][C:18]4[CH:31]=[CH:30][C:21]5[C@H:22]([CH2:25][C:26]([OH:28])=[O:27])[CH2:23][O:24][C:20]=5[CH:19]=4)[C:12]=3[CH:11]=[CH:10][CH:9]=2)[C:6]2[CH:38]=[CH:39][CH:40]=[CH:41][C:5]=2[N:4]=1)[CH3:2]. Reactant: [CH2:1]([C:3]1[N:7]([C:8]2[C:16]3[O:15][CH2:14][C@H:13]([N:17](C(=O)C(F)(F)F)[C:18]4[CH:31]=[CH:30][C:21]5[C@H:22]([CH2:25][C:26]([O:28]C)=[O:27])[CH2:23][O:24][C:20]=5[CH:19]=4)[C:12]=3[CH:11]=[CH:10][CH:9]=2)[C:6]2[CH:38]=[CH:39][CH:40]=[CH:41][C:5]=2[N:4]=1)[CH3:2].[OH-].[Na+].Cl. The catalyst class is: 193. (6) Reactant: [NH2:1][C:2]1[N:3]=[N:4][C:5]([Cl:9])=[CH:6][C:7]=1Br.C[O-].[Na+].[C:13](O)(=[O:15])C. The catalyst class is: 5. Product: [NH2:1][C:2]1[N:3]=[N:4][C:5]([Cl:9])=[CH:6][C:7]=1[O:15][CH3:13].